Task: Predict the product of the given reaction.. Dataset: Forward reaction prediction with 1.9M reactions from USPTO patents (1976-2016) (1) The product is: [CH3:1][C:2]1[CH:10]=[CH:9][C:8]([CH3:11])=[C:7]2[C:3]=1[CH:4]=[CH:5][CH2:6]2. Given the reactants [CH3:1][C:2]1[CH:10]=[CH:9][C:8]([CH3:11])=[C:7]2[C:3]=1[CH2:4][CH2:5][C:6]2=O.[H-].[H-].[H-].[H-].[Li+].[Al+3].Cl.CC1C=CC(C)=C2C=1CCC2O.C1(C)C=CC(S(O)(=O)=O)=CC=1.C([O-])(O)=O.[Na+].[O-]S([O-])(=O)=O.[Na+].[Na+], predict the reaction product. (2) Given the reactants [Cl-].O[NH3+:3].[C:4](=[O:7])([O-])[OH:5].[Na+].CS(C)=O.[CH3:13][O:14][C:15]1[CH:16]=[C:17]([C:23](=[O:53])[CH2:24][N:25]2[C:30](=[O:31])[C:29]3[CH:32]=[C:33]([CH2:35][CH3:36])[S:34][C:28]=3[N:27]([CH2:37][C:38]3[CH:43]=[CH:42][C:41]([C:44]4[C:45]([C:50]#[N:51])=[CH:46][CH:47]=[CH:48][CH:49]=4)=[CH:40][CH:39]=3)[C:26]2=[O:52])[CH:18]=[C:19]([O:21][CH3:22])[CH:20]=1, predict the reaction product. The product is: [CH3:22][O:21][C:19]1[CH:18]=[C:17]([C:23](=[O:53])[CH2:24][N:25]2[C:30](=[O:31])[C:29]3[CH:32]=[C:33]([CH2:35][CH3:36])[S:34][C:28]=3[N:27]([CH2:37][C:38]3[CH:43]=[CH:42][C:41]([C:44]4[CH:49]=[CH:48][CH:47]=[CH:46][C:45]=4[C:50]4[NH:3][C:4](=[O:7])[O:5][N:51]=4)=[CH:40][CH:39]=3)[C:26]2=[O:52])[CH:16]=[C:15]([O:14][CH3:13])[CH:20]=1. (3) Given the reactants Br[C:2]1[CH:7]=[C:6]([C:8](OC)=[O:9])[C:5]([O:12][CH:13]([CH3:15])[CH3:14])=[CH:4][C:3]=1[C:16]1[CH:21]=[CH:20][C:19]([F:22])=[CH:18][C:17]=1[F:23].[CH:24]1(B(O)O)[CH2:26][CH2:25]1.C1(P(C2CCCCC2)C2C=CC=CC=2C2C(OC)=CC=CC=2OC)CCCCC1.C(=O)([O-])[O-].[Na+].[Na+], predict the reaction product. The product is: [CH:24]1([C:2]2[CH:7]=[C:6]([CH2:8][OH:9])[C:5]([O:12][CH:13]([CH3:15])[CH3:14])=[CH:4][C:3]=2[C:16]2[CH:21]=[CH:20][C:19]([F:22])=[CH:18][C:17]=2[F:23])[CH2:26][CH2:25]1. (4) Given the reactants [NH2:1][C@H:2]([C:10]([OH:12])=[O:11])[CH2:3][CH2:4][C:5]([NH:7][CH2:8][CH3:9])=[O:6].[CH2:13](O)[CH3:14], predict the reaction product. The product is: [CH2:13]([O:11][C:10](=[O:12])[C@H:2]([CH2:3][CH2:4][C:5]([NH:7][CH2:8][CH3:9])=[O:6])[NH2:1])[CH3:14]. (5) Given the reactants [C:1]([O:5][C:6]([NH:8][C@@:9]12[CH2:15][CH2:14][C@:13]1([CH3:16])[C:12](=O)[N:11]([C@@H:18]([C:20]1[CH:25]=[CH:24][CH:23]=[CH:22][CH:21]=1)[CH3:19])[CH2:10]2)=[O:7])([CH3:4])([CH3:3])[CH3:2].C(O)C.O.C(N(CC)CC)C, predict the reaction product. The product is: [C:1]([O:5][C:6]([NH:8][C@@:9]12[CH2:15][CH2:14][C@@:13]1([CH3:16])[CH2:12][N:11]([C@@H:18]([C:20]1[CH:21]=[CH:22][CH:23]=[CH:24][CH:25]=1)[CH3:19])[CH2:10]2)=[O:7])([CH3:2])([CH3:3])[CH3:4].